Dataset: Catalyst prediction with 721,799 reactions and 888 catalyst types from USPTO. Task: Predict which catalyst facilitates the given reaction. (1) Reactant: [NH2:1][C:2]([NH:4][C:5]1[C:6]([C:17]([NH:19]CC2C=CC(OC)=CC=2)=[O:18])=[N:7][N:8]([C:10]2[CH:15]=[CH:14][N:13]=[C:12]([CH3:16])[CH:11]=2)[CH:9]=1)=[O:3]. Product: [NH2:1][C:2]([NH:4][C:5]1[C:6]([C:17]([NH2:19])=[O:18])=[N:7][N:8]([C:10]2[CH:15]=[CH:14][N:13]=[C:12]([CH3:16])[CH:11]=2)[CH:9]=1)=[O:3]. The catalyst class is: 55. (2) Reactant: [CH3:1][O:2][C:3]1[CH:4]=[C:5]([C:11]2[C:19]3[C:14](=[N:15][CH:16]=[CH:17][CH:18]=3)[NH:13][CH:12]=2)[CH:6]=[CH:7][C:8]=1[O:9][CH3:10].[H-].[Na+].[N:22]([C:25]1[CH:30]=[CH:29][CH:28]=[CH:27][CH:26]=1)=[C:23]=[S:24]. Product: [C:25]1([NH:22][C:23]([N:13]2[C:14]3=[N:15][CH:16]=[CH:17][CH:18]=[C:19]3[C:11]([C:5]3[CH:6]=[CH:7][C:8]([O:9][CH3:10])=[C:3]([O:2][CH3:1])[CH:4]=3)=[CH:12]2)=[S:24])[CH:30]=[CH:29][CH:28]=[CH:27][CH:26]=1. The catalyst class is: 9. (3) Reactant: [F:1][C:2]([F:45])([F:44])[C:3]1[CH:4]=[C:5]([CH:37]=[C:38]([C:40]([F:43])([F:42])[F:41])[CH:39]=1)[CH2:6][N:7]([CH2:15][C:16]1[C:17]([C:26]2[CH:31]=[C:30]([CH:32]([CH3:34])[CH3:33])[CH:29]=[CH:28][C:27]=2[O:35][CH3:36])=[N:18][C:19]2[C:24]([CH:25]=1)=[CH:23][CH:22]=[CH:21][CH:20]=2)[C:8]1[N:13]=[CH:12][C:11]([OH:14])=[CH:10][N:9]=1.Br[CH2:47][CH2:48][CH2:49][C:50]([O:52][CH2:53][CH3:54])=[O:51].C(=O)([O-])[O-].[K+].[K+].C(OCC)C. Product: [F:45][C:2]([F:1])([F:44])[C:3]1[CH:4]=[C:5]([CH:37]=[C:38]([C:40]([F:41])([F:43])[F:42])[CH:39]=1)[CH2:6][N:7]([CH2:15][C:16]1[C:17]([C:26]2[CH:31]=[C:30]([CH:32]([CH3:34])[CH3:33])[CH:29]=[CH:28][C:27]=2[O:35][CH3:36])=[N:18][C:19]2[C:24]([CH:25]=1)=[CH:23][CH:22]=[CH:21][CH:20]=2)[C:8]1[N:9]=[CH:10][C:11]([O:14][CH2:47][CH2:48][CH2:49][C:50]([O:52][CH2:53][CH3:54])=[O:51])=[CH:12][N:13]=1. The catalyst class is: 9. (4) Reactant: [C:1]([O:4][C@H:5]1[CH2:10][CH2:9][C@H:8]2[C@H:11]3[C@H:20]([C@@H:21]([CH2:23][CH2:24][CH2:25][CH2:26][CH2:27][CH2:28][CH2:29][CH2:30][CH2:31][S:32]([CH2:35][CH2:36][CH2:37][C:38]([F:44])([F:43])[C:39]([F:42])([F:41])[F:40])(=[O:34])=[O:33])[CH2:22][C@:6]12[CH3:7])[C:19]1[CH:18]=[CH:17][C:16]([OH:45])=[CH:15][C:14]=1[CH2:13][CH2:12]3)(=[O:3])[CH3:2].S([O-])(O[CH3:50])(=O)=O.Cl.C(=O)(O)[O-].[Na+]. Product: [C:1]([O:4][C@H:5]1[CH2:10][CH2:9][C@H:8]2[C@H:11]3[C@H:20]([C@@H:21]([CH2:23][CH2:24][CH2:25][CH2:26][CH2:27][CH2:28][CH2:29][CH2:30][CH2:31][S:32]([CH2:35][CH2:36][CH2:37][C:38]([F:43])([F:44])[C:39]([F:40])([F:41])[F:42])(=[O:33])=[O:34])[CH2:22][C@:6]12[CH3:7])[C:19]1[CH:18]=[CH:17][C:16]([O:45][CH3:50])=[CH:15][C:14]=1[CH2:13][CH2:12]3)(=[O:3])[CH3:2]. The catalyst class is: 95. (5) Reactant: C([O:4][C:5]1[CH:6]=[C:7]([CH:21]=[C:22]([O:24]C(=O)C)[CH:23]=1)[C:8]([NH:10][C:11]1[N:16]=[CH:15][C:14]([C:17]([O:19][CH3:20])=[O:18])=[CH:13][CH:12]=1)=[O:9])(=O)C.C[O-].[Na+].Cl.C(=O)(O)[O-].[Na+]. Product: [OH:4][C:5]1[CH:6]=[C:7]([CH:21]=[C:22]([OH:24])[CH:23]=1)[C:8]([NH:10][C:11]1[N:16]=[CH:15][C:14]([C:17]([O:19][CH3:20])=[O:18])=[CH:13][CH:12]=1)=[O:9]. The catalyst class is: 1.